This data is from Reaction yield outcomes from USPTO patents with 853,638 reactions. The task is: Predict the reaction yield, written as a fraction of the theoretical maximum amount of product (1.0 means a 100% yield; for example, 0.34 means a 34% yield). (1) The reactants are [CH3:1][C:2]1[O:6][C:5]([C:7]2[CH:12]=[CH:11][CH:10]=[CH:9][CH:8]=2)=[N:4][C:3]=1[CH:13]=O.[Li+].[OH-:16]. The catalyst is C1COCC1.CCOCC. The product is [CH3:1][C:2]1[O:6][C:5]([C:7]2[CH:8]=[CH:9][CH:10]=[CH:11][CH:12]=2)=[N:4][C:3]=1[CH:13]=[CH:7][C:5]([O:6][CH2:2][CH3:1])=[O:16]. The yield is 0.450. (2) The reactants are [CH3:1][O:2][C:3]1[CH:4]=[C:5]2[C:10](=[CH:11][C:12]=1[O:13][CH3:14])[N:9]=[CH:8][N:7]=[C:6]2[O:15][C:16]1[CH:22]=[CH:21][C:19]([NH2:20])=[C:18]([N+:23]([O-:25])=[O:24])[CH:17]=1.ClC(Cl)(O[C:30](=[O:36])OC(Cl)(Cl)Cl)Cl.[C:38]([C:42]1[CH:54]=[CH:53][C:45]([CH2:46][N:47]2[CH2:51][CH2:50][CH:49]([NH2:52])[CH2:48]2)=[CH:44][CH:43]=1)([CH3:41])([CH3:40])[CH3:39].C(=O)([O-])O.[Na+]. The catalyst is C(N(CC)CC)C.C(Cl)(Cl)Cl. The product is [C:38]([C:42]1[CH:54]=[CH:53][C:45]([CH2:46][N:47]2[CH2:51][CH2:50][CH:49]([NH:52][C:30]([NH:20][C:19]3[CH:21]=[CH:22][C:16]([O:15][C:6]4[C:5]5[C:10](=[CH:11][C:12]([O:13][CH3:14])=[C:3]([O:2][CH3:1])[CH:4]=5)[N:9]=[CH:8][N:7]=4)=[CH:17][C:18]=3[N+:23]([O-:25])=[O:24])=[O:36])[CH2:48]2)=[CH:44][CH:43]=1)([CH3:41])([CH3:39])[CH3:40]. The yield is 0.220. (3) The reactants are Cl.Cl.[NH2:3][CH:4]1[CH2:13][C:12]2[C:7](=[CH:8][CH:9]=[C:10]([C:14]#[N:15])[CH:11]=2)[NH:6][CH2:5]1.[C:16](O)(=[O:25])[C@H:17]([C:19]1[CH:24]=[CH:23][CH:22]=[CH:21][CH:20]=1)[OH:18].CCN=C=NCCCN(C)C.C1C=CC2N(O)N=NC=2C=1.CN1CCOCC1. The catalyst is CN(C=O)C.CCOC(C)=O. The product is [C:14]([C:10]1[CH:11]=[C:12]2[C:7](=[CH:8][CH:9]=1)[NH:6][CH2:5][C@@H:4]([NH:3][C:16](=[O:25])[C@@H:17]([OH:18])[C:19]1[CH:24]=[CH:23][CH:22]=[CH:21][CH:20]=1)[CH2:13]2)#[N:15]. The yield is 0.200. (4) The reactants are [F:1][C:2]1[CH:8]=[CH:7][C:5]([NH2:6])=[CH:4][C:3]=1[N+:9]([O-:11])=[O:10].N1C=CC=CC=1.[CH2:18]([S:21](Cl)(=[O:23])=[O:22])[CH2:19][CH3:20]. The catalyst is ClCCCl.O. The product is [F:1][C:2]1[CH:8]=[CH:7][C:5]([NH:6][S:21]([CH2:18][CH2:19][CH3:20])(=[O:23])=[O:22])=[CH:4][C:3]=1[N+:9]([O-:11])=[O:10]. The yield is 0.680. (5) The reactants are C([O:8][C:9]1[CH:14]=[CH:13][C:12]([C:15]2[NH:16][C:17](=[O:31])[C:18]3[C:23]([CH:24]4[CH2:29][CH2:28][CH2:27][CH2:26][CH2:25]4)=[N:22][N:21]([CH3:30])[C:19]=3[N:20]=2)=[C:11]([O:32][CH3:33])[CH:10]=1)C1C=CC=CC=1.[H][H]. The catalyst is [C].[Pd].CO. The product is [CH:24]1([C:23]2[C:18]3[C:17](=[O:31])[NH:16][C:15]([C:12]4[CH:13]=[CH:14][C:9]([OH:8])=[CH:10][C:11]=4[O:32][CH3:33])=[N:20][C:19]=3[N:21]([CH3:30])[N:22]=2)[CH2:25][CH2:26][CH2:27][CH2:28][CH2:29]1. The yield is 0.990. (6) The reactants are [NH2:1][C:2]1[C:7]([S:8]([N:11]([CH3:13])[CH3:12])(=[O:10])=[O:9])=[CH:6][C:5](Br)=[CH:4][N:3]=1.[CH3:15][C:16]1([CH3:32])[C:20]([CH3:22])([CH3:21])[O:19][B:18]([B:18]2[O:19][C:20]([CH3:22])([CH3:21])[C:16]([CH3:32])([CH3:15])[O:17]2)[O:17]1.C([O-])(=O)C.[K+]. The catalyst is O1CCOCC1. The product is [NH2:1][C:2]1[C:7]([S:8]([N:11]([CH3:13])[CH3:12])(=[O:10])=[O:9])=[CH:6][C:5]([B:18]2[O:19][C:20]([CH3:22])([CH3:21])[C:16]([CH3:32])([CH3:15])[O:17]2)=[CH:4][N:3]=1. The yield is 0.860. (7) The reactants are CC(C)([O-])C.[Na+].[CH3:7][C:8]([C:10]1[CH:11]=[CH:12][C:13]([OH:16])=[CH:14][CH:15]=1)=[O:9].C([O:19][C:20](=O)[CH2:21][CH2:22][CH2:23][CH3:24])C. The catalyst is C1COCC1. The product is [OH:16][C:13]1[CH:14]=[CH:15][C:10]([C:8](=[O:9])[CH2:7][C:20](=[O:19])[CH2:21][CH2:22][CH2:23][CH3:24])=[CH:11][CH:12]=1. The yield is 0.650. (8) The reactants are Cl[S:2]([N:5]=[C:6]=[O:7])(=[O:4])=[O:3].C[C:9]([OH:12])([CH3:11])C.[CH2:13]([O:15][C:16](=[O:19])[CH2:17][NH2:18])[CH3:14].[CH3:20][CH2:21]N(CC)CC.Cl. The catalyst is C(Cl)Cl. The yield is 0.850. The product is [CH2:9]([O:12][C:6]([NH:5][S:2]([NH:18][CH2:17][C:16]([O:15][CH2:13][CH3:14])=[O:19])(=[O:4])=[O:3])=[O:7])[CH2:11][CH2:20][CH3:21]. (9) The product is [CH2:17]([O:16][C:14]([N:10]1[CH2:11][CH2:12][CH2:13][C:8]21[C:7](=[O:24])[N:6]([CH2:5][C:4]([OH:25])=[O:3])[CH2:9]2)=[O:15])[C:18]1[CH:19]=[CH:20][CH:21]=[CH:22][CH:23]=1. The catalyst is C1COCC1.O. The yield is 0.853. The reactants are C([O:3][C:4](=[O:25])[CH2:5][N:6]1[CH2:9][C:8]2([CH2:13][CH2:12][CH2:11][N:10]2[C:14]([O:16][CH2:17][C:18]2[CH:23]=[CH:22][CH:21]=[CH:20][CH:19]=2)=[O:15])[C:7]1=[O:24])C.O[Li].O.